From a dataset of Full USPTO retrosynthesis dataset with 1.9M reactions from patents (1976-2016). Predict the reactants needed to synthesize the given product. (1) Given the product [CH3:25][C@H:6]1[CH2:7][N:8]([S:12]([C:15]2[CH:24]=[CH:23][C:22]3[C:17](=[CH:18][CH:19]=[CH:20][CH:21]=3)[CH:16]=2)(=[O:13])=[O:14])[CH2:9][C@@H:10]([CH3:11])[N:5]1[C:3](=[O:4])[CH2:2][O:40][C:35]1[CH:36]=[CH:37][CH:38]=[CH:39][C:34]=1[O:33][CH3:32], predict the reactants needed to synthesize it. The reactants are: Cl[CH2:2][C:3]([N:5]1[C@H:10]([CH3:11])[CH2:9][N:8]([S:12]([C:15]2[CH:24]=[CH:23][C:22]3[C:17](=[CH:18][CH:19]=[CH:20][CH:21]=3)[CH:16]=2)(=[O:14])=[O:13])[CH2:7][C@@H:6]1[CH3:25])=[O:4].C([O-])([O-])=O.[K+].[K+].[CH3:32][O:33][C:34]1[CH:39]=[CH:38][CH:37]=[CH:36][C:35]=1[OH:40]. (2) Given the product [Cl:1][C:2]1[CH:23]=[C:22]([Cl:24])[CH:21]=[CH:20][C:3]=1[CH2:4][N:5]1[C:13]2[C:8](=[CH:9][CH:10]=[CH:11][CH:12]=2)[C:7]([CH:14]=[N:15][NH:16][C:17]2[S:19][CH:26]=[C:27]([C:29]3[CH:34]=[CH:33][C:32]([Cl:35])=[CH:31][C:30]=3[Cl:36])[N:18]=2)=[CH:6]1, predict the reactants needed to synthesize it. The reactants are: [Cl:1][C:2]1[CH:23]=[C:22]([Cl:24])[CH:21]=[CH:20][C:3]=1[CH2:4][N:5]1[C:13]2[C:8](=[CH:9][CH:10]=[CH:11][CH:12]=2)[C:7]([CH:14]=[N:15][NH:16][C:17](=[S:19])[NH2:18])=[CH:6]1.Br[CH2:26][C:27]([C:29]1[CH:34]=[CH:33][C:32]([Cl:35])=[CH:31][C:30]=1[Cl:36])=O. (3) Given the product [CH2:18]([C:20]([OH:27])([CH2:24][CH3:25])[CH2:21][CH2:22][C:2]1[CH:3]=[C:4]([CH2:8][CH2:9][CH2:10][NH:11][C:12](=[O:17])[C:13]([F:16])([F:15])[F:14])[CH:5]=[CH:6][CH:7]=1)[CH3:19], predict the reactants needed to synthesize it. The reactants are: Br[C:2]1[CH:3]=[C:4]([CH2:8][CH2:9][CH2:10][NH:11][C:12](=[O:17])[C:13]([F:16])([F:15])[F:14])[CH:5]=[CH:6][CH:7]=1.[C:18]([C:20]([OH:27])([CH2:24][CH2:25]C)[CH2:21][CH2:22]C)#[CH:19].CC1C=CC=CC=1P(C1C=CC=CC=1C)C1C=CC=CC=1C. (4) Given the product [Cl:1][C:2]12[CH2:11][CH:6]3[CH2:7][CH:8]([CH2:10][C:4]([CH2:12][C:13]([NH:16][N:17]4[C:22](=[O:23])[C:21]5[CH:24]=[CH:25][S:26][C:20]=5[N:19]=[C:18]4[CH2:27][CH3:28])=[O:14])([CH2:5]3)[CH2:3]1)[CH2:9]2, predict the reactants needed to synthesize it. The reactants are: [Cl:1][C:2]12[CH2:11][CH:6]3[CH2:7][CH:8]([CH2:10][C:4]([CH2:12][C:13](Cl)=[O:14])([CH2:5]3)[CH2:3]1)[CH2:9]2.[NH2:16][N:17]1[C:22](=[O:23])[C:21]2[CH:24]=[CH:25][S:26][C:20]=2[N:19]=[C:18]1[CH2:27][CH3:28]. (5) Given the product [NH2:1][C:2]1([CH2:11][OH:12])[C:10]2[C:5](=[CH:6][CH:7]=[CH:8][CH:9]=2)[CH2:4][CH2:3]1, predict the reactants needed to synthesize it. The reactants are: [NH2:1][C:2]1([C:11](OCC)=[O:12])[C:10]2[C:5](=[CH:6][CH:7]=[CH:8][CH:9]=2)[CH2:4][CH2:3]1.[BH4-].[Na+]. (6) Given the product [F:37][C:36]([F:39])([F:38])[S:33]([O:11][C:8]1[CH2:9][CH2:10][C:5]([CH2:4][O:3][CH2:1][CH3:2])([CH2:12][O:13][CH2:14][CH3:15])[CH2:6][CH:7]=1)(=[O:35])=[O:34], predict the reactants needed to synthesize it. The reactants are: [CH2:1]([O:3][CH2:4][C:5]1([CH2:12][O:13][CH2:14][CH3:15])[CH2:10][CH2:9][C:8](=[O:11])[CH2:7][CH2:6]1)[CH3:2].[Li+].C[Si]([N-][Si](C)(C)C)(C)C.C1C=CC(N([S:33]([C:36]([F:39])([F:38])[F:37])(=[O:35])=[O:34])[S:33]([C:36]([F:39])([F:38])[F:37])(=[O:35])=[O:34])=CC=1.